Predict the reactants needed to synthesize the given product. From a dataset of Full USPTO retrosynthesis dataset with 1.9M reactions from patents (1976-2016). (1) Given the product [ClH:42].[N:13]12[CH2:18][CH2:17][CH:16]([CH2:15][CH2:14]1)[N:10]([C:7]1[N:6]=[CH:5][C:4]([NH:1][C:40](=[O:41])[C:39]3[CH:43]=[CH:44][C:36]([F:35])=[CH:37][CH:38]=3)=[CH:9][N:8]=1)[CH2:11][CH2:12]2, predict the reactants needed to synthesize it. The reactants are: [N+:1]([C:4]1[CH:5]=[N:6][C:7]([N:10]2[CH:16]3[CH2:17][CH2:18][N:13]([CH2:14][CH2:15]3)[CH2:12][CH2:11]2)=[N:8][CH:9]=1)([O-])=O.N12CCC(CC1)N(C1N=CC(N)=CN=1)CC2.[F:35][C:36]1[CH:44]=[CH:43][C:39]([C:40]([Cl:42])=[O:41])=[CH:38][CH:37]=1. (2) Given the product [CH3:54][N:32]1[C:33]([NH:34][C:35]([C:42]2[CH:43]=[CH:44][CH:45]=[CH:46][CH:47]=2)([C:48]2[CH:53]=[CH:52][CH:51]=[CH:50][CH:49]=2)[C:36]2[CH:41]=[CH:40][CH:39]=[CH:38][CH:37]=2)=[C:29]([NH:28][C:27]2[C:24](=[O:23])[C:25](=[O:56])[C:26]=2[NH:1][CH:2]([CH2:12][NH:13][C:14](=[O:20])[O:15][C:16]([CH3:19])([CH3:18])[CH3:17])[CH2:3][NH:4][C:5](=[O:11])[O:6][C:7]([CH3:10])([CH3:9])[CH3:8])[CH:30]=[N:31]1, predict the reactants needed to synthesize it. The reactants are: [NH2:1][CH:2]([CH2:12][NH:13][C:14](=[O:20])[O:15][C:16]([CH3:19])([CH3:18])[CH3:17])[CH2:3][NH:4][C:5](=[O:11])[O:6][C:7]([CH3:10])([CH3:9])[CH3:8].C([O:23][C:24]1[C:25](=[O:56])[C:26](=O)[C:27]=1[NH:28][C:29]1[CH:30]=[N:31][N:32]([CH3:54])[C:33]=1[NH:34][C:35]([C:48]1[CH:53]=[CH:52][CH:51]=[CH:50][CH:49]=1)([C:42]1[CH:47]=[CH:46][CH:45]=[CH:44][CH:43]=1)[C:36]1[CH:41]=[CH:40][CH:39]=[CH:38][CH:37]=1)C.C(N(CC)CC)C. (3) The reactants are: [F:1][C:2]1[C:3]([NH:20][C:21]2[CH:25]=[C:24]([O:26][CH:27]([CH3:29])[CH3:28])[NH:23][N:22]=2)=[N:4][C:5]([NH:10][C@H:11]([C:13]2[CH:18]=[CH:17][C:16]([F:19])=[CH:15][CH:14]=2)[CH3:12])=[C:6]([CH:9]=1)[C:7]#[N:8].[OH-:30].[K+].OO. Given the product [F:1][C:2]1[C:3]([NH:20][C:21]2[CH:25]=[C:24]([O:26][CH:27]([CH3:29])[CH3:28])[NH:23][N:22]=2)=[N:4][C:5]([NH:10][C@H:11]([C:13]2[CH:18]=[CH:17][C:16]([F:19])=[CH:15][CH:14]=2)[CH3:12])=[C:6]([CH:9]=1)[C:7]([NH2:8])=[O:30], predict the reactants needed to synthesize it. (4) Given the product [OH:15][C:10]1[CH:11]=[CH:12][CH:13]=[CH:14][C:9]=1[NH:8][C:5](=[O:6])[CH3:7], predict the reactants needed to synthesize it. The reactants are: CC(O[C:5]([CH3:7])=[O:6])=O.[NH2:8][C:9]1[CH:14]=[CH:13][CH:12]=[CH:11][C:10]=1[OH:15].O. (5) Given the product [C:27]1([C:30]2[CH:35]=[CH:34][CH:33]=[CH:32][CH:31]=2)[CH:28]=[CH:29][C:24]([CH2:23][C@@H:22]([NH:21][C:20]([O:19][C:15]([CH3:18])([CH3:17])[CH3:16])=[O:38])[CH:36]=[C:1]([CH3:2])[C:10]([OH:13])=[O:12])=[CH:25][CH:26]=1, predict the reactants needed to synthesize it. The reactants are: [C:1](OC(C)C)(=O)[CH3:2].[Na+].[Br-].[C:10]([O-:13])([OH:12])=O.[Na+].[C:15]([O:19][C:20](=[O:38])[NH:21][C@@H:22]([CH2:36]O)[CH2:23][C:24]1[CH:29]=[CH:28][C:27]([C:30]2[CH:35]=[CH:34][CH:33]=[CH:32][CH:31]=2)=[CH:26][CH:25]=1)([CH3:18])([CH3:17])[CH3:16].[O-]Cl.[Na+].S([O-])([O-])(=O)=S.[Na+].[Na+]. (6) Given the product [ClH:17].[Cl:19][C:20]1[C:25]([Cl:26])=[CH:24][CH:23]=[CH:22][C:21]=1[N:27]=[C:28]1[N:9]([C@@H:7]([CH:1]2[CH2:6][CH2:5][CH2:4][CH2:3][CH2:2]2)[CH3:8])[CH2:10][C:11]([CH3:14])([CH3:13])[S:29]1, predict the reactants needed to synthesize it. The reactants are: [CH:1]1([C@H:7]([NH:9][CH2:10][C:11]([CH3:14])([CH3:13])O)[CH3:8])[CH2:6][CH2:5][CH2:4][CH2:3][CH2:2]1.O=S(Cl)[Cl:17].[Cl:19][C:20]1[C:25]([Cl:26])=[CH:24][CH:23]=[CH:22][C:21]=1[N:27]=[C:28]=[S:29].